This data is from Full USPTO retrosynthesis dataset with 1.9M reactions from patents (1976-2016). The task is: Predict the reactants needed to synthesize the given product. (1) Given the product [NH2:2][CH:3]1[CH2:11][C:10]2[C:5](=[CH:6][CH:7]=[CH:8][CH:9]=2)[CH2:4]1, predict the reactants needed to synthesize it. The reactants are: Cl.[NH2:2][CH:3]1[CH2:11][C:10]2[C:5](=[CH:6][CH:7]=[CH:8][CH:9]=2)[CH2:4]1.C([O-])([O-])=O.[Na+].[Na+]. (2) Given the product [C:1]([O:5][C:6]([N:8]1[C:16]2[C:11](=[C:12]([CH2:17][N:18]3[C:22]4[CH:23]=[CH:24][CH:25]=[CH:26][C:21]=4[N:20]([C:27]4[CH:32]=[CH:31][C:30]([C:50]5[CH:49]=[C:48]([Cl:51])[CH:47]=[CH:46][C:45]=5[C:42]([OH:44])=[O:43])=[CH:29][CH:28]=4)/[C:19]/3=[N:34]/[C:35]([O:37][C:38]([CH3:41])([CH3:40])[CH3:39])=[O:36])[CH:13]=[CH:14][CH:15]=2)[CH:10]=[CH:9]1)=[O:7])([CH3:4])([CH3:3])[CH3:2], predict the reactants needed to synthesize it. The reactants are: [C:1]([O:5][C:6]([N:8]1[C:16]2[C:11](=[C:12]([CH2:17][N:18]3[C:22]4[CH:23]=[CH:24][CH:25]=[CH:26][C:21]=4[N:20]([C:27]4[CH:32]=[CH:31][C:30](Br)=[CH:29][CH:28]=4)/[C:19]/3=[N:34]/[C:35]([O:37][C:38]([CH3:41])([CH3:40])[CH3:39])=[O:36])[CH:13]=[CH:14][CH:15]=2)[CH:10]=[CH:9]1)=[O:7])([CH3:4])([CH3:3])[CH3:2].[C:42]([C:45]1[CH:50]=[CH:49][C:48]([Cl:51])=[CH:47][C:46]=1B(O)O)([OH:44])=[O:43].C(=O)([O-])[O-].[Na+].[Na+]. (3) Given the product [Br:20][C:12]1[C:11]([F:14])=[CH:10][C:9]([O:15][CH3:16])=[C:8]([C:5]([CH3:7])([CH3:6])[CH2:4][C:3](=[O:17])[C:2]([F:1])([F:18])[F:19])[CH:13]=1, predict the reactants needed to synthesize it. The reactants are: [F:1][C:2]([F:19])([F:18])[C:3](=[O:17])[CH2:4][C:5]([C:8]1[CH:13]=[CH:12][C:11]([F:14])=[CH:10][C:9]=1[O:15][CH3:16])([CH3:7])[CH3:6].[Br:20]Br. (4) The reactants are: [ClH:1].C1(C(C2C=CC=CC=2)[N:9]2[CH2:12][CH:11]([N:13]3[CH:17]=[CH:16][C:15]([C:18]4[CH:23]=[CH:22][C:21]([F:24])=[CH:20][CH:19]=4)=[C:14]3[C:25]3[CH:30]=[CH:29][N:28]=[CH:27][CH:26]=3)[CH2:10]2)C=CC=CC=1. Given the product [ClH:1].[ClH:1].[NH:9]1[CH2:10][CH:11]([N:13]2[CH:17]=[CH:16][C:15]([C:18]3[CH:19]=[CH:20][C:21]([F:24])=[CH:22][CH:23]=3)=[C:14]2[C:25]2[CH:30]=[CH:29][N:28]=[CH:27][CH:26]=2)[CH2:12]1, predict the reactants needed to synthesize it. (5) The reactants are: [NH2:1][C:2]1[CH:7]=[CH:6][C:5]([CH2:8][C:9]([N:11]2[CH2:20][CH2:19][C:18]3[C:13](=[C:14]([N:23]4[CH2:28][CH2:27][N:26]([CH3:29])[CH2:25][CH2:24]4)[CH:15]=[CH:16][C:17]=3[O:21][CH3:22])[CH2:12]2)=[O:10])=[CH:4][CH:3]=1.C(N(CC)CC)C.[CH:37](=O)[C:38]1[CH:43]=[CH:42][CH:41]=[CH:40][CH:39]=1.C(O)(=O)C.C([BH3-])#N.[Na+]. Given the product [CH2:37]([NH:1][C:2]1[CH:3]=[CH:4][C:5]([CH2:8][C:9]([N:11]2[CH2:20][CH2:19][C:18]3[C:13](=[C:14]([N:23]4[CH2:28][CH2:27][N:26]([CH3:29])[CH2:25][CH2:24]4)[CH:15]=[CH:16][C:17]=3[O:21][CH3:22])[CH2:12]2)=[O:10])=[CH:6][CH:7]=1)[C:38]1[CH:43]=[CH:42][CH:41]=[CH:40][CH:39]=1, predict the reactants needed to synthesize it. (6) Given the product [CH:2]([C@@H:3]1[CH2:6][CH2:5][C@H:4]1[C:7]([O:9][CH3:10])=[O:8])=[O:1], predict the reactants needed to synthesize it. The reactants are: [OH:1][CH2:2][C@@H:3]1[CH2:6][CH2:5][C@@H:4]1[C:7]([O:9][CH3:10])=[O:8].C(OC1C(OC(=O)C)=C(I)C=CC=1)(=O)C.CC1(C)N([O])C(C)(C)CCC1.O. (7) The reactants are: [O:1]([C:8]1[CH:16]=[CH:15][C:11]([C:12]([OH:14])=O)=[CH:10][CH:9]=1)[C:2]1[CH:7]=[CH:6][CH:5]=[CH:4][CH:3]=1.ON1C2C=CC=CC=2N=N1.Cl.C(N=C=NCCCN(C)C)C.[CH2:39]([C:41]1[CH:42]=[C:43]([C:54](=[N:56]O)[NH2:55])[S:44][C:45]=1[CH2:46][O:47][CH:48]1[CH2:53][CH2:52][CH2:51][CH2:50][O:49]1)[CH3:40].[F-].C([N+](CCCC)(CCCC)CCCC)CCC. Given the product [CH2:39]([C:41]1[CH:42]=[C:43]([C:54]2[N:56]=[C:12]([C:11]3[CH:10]=[CH:9][C:8]([O:1][C:2]4[CH:3]=[CH:4][CH:5]=[CH:6][CH:7]=4)=[CH:16][CH:15]=3)[O:14][N:55]=2)[S:44][C:45]=1[CH2:46][O:47][CH:48]1[CH2:53][CH2:52][CH2:51][CH2:50][O:49]1)[CH3:40], predict the reactants needed to synthesize it.